This data is from Forward reaction prediction with 1.9M reactions from USPTO patents (1976-2016). The task is: Predict the product of the given reaction. (1) Given the reactants [Br:1][C:2]1[CH:3]=[CH:4][C:5]2[O:9][C:8]([C:10](=[O:12])[NH2:11])=[C:7]([NH:13][C:14]([CH:16]3[CH2:19]N(C(OC(C)(C)C)=O)[CH2:17]3)=[O:15])[C:6]=2[CH:27]=1.[C:28]([O:32][C:33]([NH:35][CH:36]1[CH2:41]CC(C(O)=O)C[CH2:37]1)=[O:34])([CH3:31])([CH3:30])[CH3:29].C(N1CC(C(O)=O)C1)(OC(C)(C)C)=O, predict the reaction product. The product is: [Br:1][C:2]1[CH:3]=[CH:4][C:5]2[O:9][C:8]([C:10](=[O:12])[NH2:11])=[C:7]([NH:13][C:14]([CH:16]3[CH2:17][CH2:37][CH:36]([NH:35][C:33](=[O:34])[O:32][C:28]([CH3:29])([CH3:31])[CH3:30])[CH2:41][CH2:19]3)=[O:15])[C:6]=2[CH:27]=1. (2) Given the reactants [Cl:1][C:2]1[CH:3]=[CH:4][C:5]([SH:11])=[C:6]([CH:10]=1)[C:7]([OH:9])=[O:8].S[C:13]1[CH:21]=[CH:20][CH:19]=[CH:18][C:14]=1[C:15]([OH:17])=[O:16].BrC1C=CC=CC=1C(O)=O, predict the reaction product. The product is: [C:15]([C:14]1[CH:18]=[CH:19][CH:20]=[CH:21][C:13]=1[S:11][C:5]1[CH:4]=[CH:3][C:2]([Cl:1])=[CH:10][C:6]=1[C:7]([OH:9])=[O:8])([OH:17])=[O:16]. (3) Given the reactants [CH3:1][C:2]1[NH:6][N:5]=[C:4]([NH2:7])[CH:3]=1.[CH:8](=O)[CH2:9][CH2:10][CH3:11], predict the reaction product. The product is: [CH2:8]([N:7]([CH2:1][CH2:2][CH2:3][CH3:4])[C:4]1[CH:3]=[C:2]([CH3:1])[NH:6][N:5]=1)[CH2:9][CH2:10][CH3:11].